Dataset: Human Reference Interactome with 51,813 positive PPI pairs across 8,248 proteins, plus equal number of experimentally-validated negative pairs. Task: Binary Classification. Given two protein amino acid sequences, predict whether they physically interact or not. Protein 1 (ENSG00000133104) has sequence MEQEPQNGEPAEIKIIREAYKKAFLFVNKGLNTDELGQKEEAKNYYKQGIGHLLRGISISSKESEHTGPGWESARQMQQKMKETLQNVRTRLEILEKGLATSLQNDLQEVPKLYPEFPPKDMCEKLPEPQSFSSAPQHAEVNGNTSTPSAGAVAAPASLSLPSQSCPAEAPPAYTPQAAEGHYTVSYGTDSGEFSSVGEEFYRNHSQPPPLETLGLDADELILIPNGVQIFFVNPAGEVSAPSYPGYLRIVRFLDNSLDTVLNRPPGFLQVCDWLYPLVPDRSPVLKCTAGAYMFPDTML.... Protein 2 (ENSG00000264522) has sequence MTLDMDAVLSDFVRSTGAEPGLARDLLEGKNWDVNAALSDFEQLRQVHAGNLPPSFSEGSGGSRTPEKGFSDREPTRPPRPILQRQDDIVQEKRLSRGISHASSSIVSLARSHVSSNGGGGGSNEHPLEMPICAFQLPDLTVYNEDFRSFIERDLIEQSMLVALEQAGRLNWWVSVDPTSQRLLPLATTGDGNCLLHAASLGMWGFHDRDLMLRKALYALMEKGVEKEALKRRWRWQQTQQNKESGLVYTEDEWQKEWNELIKLASSEPRMHLGTNGANCGGVESSEEPVYESLEEFHVF.... Result: 1 (the proteins interact).